Predict the product of the given reaction. From a dataset of Forward reaction prediction with 1.9M reactions from USPTO patents (1976-2016). (1) Given the reactants [C:1](=[O:47])(OC1C=CC([N+]([O-])=O)=CC=1)[O:2][C@H:3]([CH2:18][C:19]1[CH:27]=[C:26]([CH3:28])[C:25]2[C:21](=[CH:22][N:23]([CH2:29][O:30][CH2:31][CH2:32][Si:33]([CH3:36])([CH3:35])[CH3:34])[N:24]=2)[CH:20]=1)[C:4](=[O:17])[N:5]1[CH2:10][CH2:9][CH:8]([N:11]2[CH2:16][CH2:15][CH2:14][CH2:13][CH2:12]2)[CH2:7][CH2:6]1.[OH:48][C:49]1([C:55]2[C:56](=[O:65])[NH:57][C:58]3[C:63]([CH:64]=2)=[CH:62][CH:61]=[CH:60][CH:59]=3)[CH2:54][CH2:53][NH:52][CH2:51][CH2:50]1.C(N(C(C)C)CC)(C)C, predict the reaction product. The product is: [OH:48][C:49]1([C:55]2[C:56](=[O:65])[NH:57][C:58]3[C:63]([CH:64]=2)=[CH:62][CH:61]=[CH:60][CH:59]=3)[CH2:54][CH2:53][N:52]([C:1]([O:2][C@H:3]([CH2:18][C:19]2[CH:27]=[C:26]([CH3:28])[C:25]3[C:21](=[CH:22][N:23]([CH2:29][O:30][CH2:31][CH2:32][Si:33]([CH3:36])([CH3:34])[CH3:35])[N:24]=3)[CH:20]=2)[C:4](=[O:17])[N:5]2[CH2:6][CH2:7][CH:8]([N:11]3[CH2:16][CH2:15][CH2:14][CH2:13][CH2:12]3)[CH2:9][CH2:10]2)=[O:47])[CH2:51][CH2:50]1. (2) Given the reactants [CH3:1][O:2][C:3]1[CH:21]=[C:20]([C:22]([F:25])([F:24])[F:23])[CH:19]=[CH:18][C:4]=1[C:5]([NH:7][CH2:8][CH2:9][N:10]1[CH:14]=[C:13]([C:15]([OH:17])=O)[N:12]=[N:11]1)=[O:6].[B:26]1([C@@H:39]([NH2:47])[CH2:40][C:41]2[CH:46]=[CH:45][CH:44]=[CH:43][CH:42]=2)[O:34][C@:33]2([CH3:35])[C@@H:28]([CH2:29][C@H:30]3[C:36]([CH3:38])([CH3:37])[C@@H:32]2[CH2:31]3)[O:27]1.Cl.C(N(CC)C(C)C)(C)C.CN(C(ON1N=NC2C=CC=NC1=2)=[N+](C)C)C.F[P-](F)(F)(F)(F)F, predict the reaction product. The product is: [C:41]1([CH2:40][C@H:39]([NH:47][C:15]([C:13]2[N:12]=[N:11][N:10]([CH2:9][CH2:8][NH:7][C:5](=[O:6])[C:4]3[CH:18]=[CH:19][C:20]([C:22]([F:25])([F:24])[F:23])=[CH:21][C:3]=3[O:2][CH3:1])[CH:14]=2)=[O:17])[B:26]2[O:27][C@H:28]3[C@:33]([CH3:35])([C@H:32]4[CH2:31][C@@H:30]([CH2:29]3)[C:36]4([CH3:37])[CH3:38])[O:34]2)[CH:46]=[CH:45][CH:44]=[CH:43][CH:42]=1. (3) Given the reactants CCN(C(C)C)C(C)C.[F:10][C:11]1[CH:16]=[CH:15][CH:14]=[CH:13][C:12]=1[C:17]1[CH:22]=[CH:21][C:20]([C:23]([OH:25])=O)=[CH:19][CH:18]=1.C1C=CC2N(O)N=NC=2C=1.CCN=C=NCCCN(C)C.Cl.[NH2:48][CH2:49][C:50]([N:52]1[CH2:57][CH2:56][N:55]([C:58](=[O:69])[C:59]2[CH:64]=[CH:63][CH:62]=[CH:61][C:60]=2[C:65]([F:68])([F:67])[F:66])[CH2:54][CH2:53]1)=[O:51], predict the reaction product. The product is: [O:51]=[C:50]([N:52]1[CH2:53][CH2:54][N:55]([C:58](=[O:69])[C:59]2[CH:64]=[CH:63][CH:62]=[CH:61][C:60]=2[C:65]([F:68])([F:67])[F:66])[CH2:56][CH2:57]1)[CH2:49][NH:48][C:23]([C:20]1[CH:19]=[CH:18][C:17]([C:12]2[CH:13]=[CH:14][CH:15]=[CH:16][C:11]=2[F:10])=[CH:22][CH:21]=1)=[O:25]. (4) Given the reactants [Cl:1][C:2]1[CH:3]=[C:4]2[CH:10]=[C:9]([C:11]([OH:13])=O)[NH:8][C:5]2=[CH:6][N:7]=1.[NH2:14][C@@H:15]([CH2:24][O:25][CH3:26])[C@H:16]([C:18]1[CH:23]=[CH:22][CH:21]=[CH:20][CH:19]=1)[OH:17].C1C=CC2N(O)N=NC=2C=1.CCN(C(C)C)C(C)C.CCN=C=NCCCN(C)C, predict the reaction product. The product is: [OH:17][C@@H:16]([C:18]1[CH:23]=[CH:22][CH:21]=[CH:20][CH:19]=1)[C@@H:15]([NH:14][C:11]([C:9]1[NH:8][C:5]2=[CH:6][N:7]=[C:2]([Cl:1])[CH:3]=[C:4]2[CH:10]=1)=[O:13])[CH2:24][O:25][CH3:26]. (5) Given the reactants Cl[C:2]1[CH:11]=[N:10][C:9]2[C:4](=[CH:5][C:6]([O:12][CH3:13])=[CH:7][CH:8]=2)[N:3]=1.C(O[C:19](=O)[NH:20][CH:21]1[CH2:26][CH2:25][N:24]([CH2:27][CH:28]([CH:30]2[CH2:32][CH2:31]2)[OH:29])[CH2:23][CH2:22]1)(C)(C)C.[O:34]=[C:35]1[NH:40][C:39]2[CH:41]=[C:42](C=O)[CH:43]=[CH:44][C:38]=2[S:37][CH2:36]1, predict the reaction product. The product is: [CH:30]1([CH:28]([O:29][C:2]2[CH:11]=[N:10][C:9]3[C:4](=[CH:5][C:6]([O:12][CH3:13])=[CH:7][CH:8]=3)[N:3]=2)[CH2:27][N:24]2[CH2:23][CH2:22][CH:21]([NH:20][CH2:19][C:42]3[CH:43]=[CH:44][C:38]4[S:37][CH2:36][C:35](=[O:34])[NH:40][C:39]=4[CH:41]=3)[CH2:26][CH2:25]2)[CH2:31][CH2:32]1. (6) The product is: [CH:1]1([N:6]2[C:14]3[CH:13]=[CH:12][NH:11][C:10](=[O:15])[C:9]=3[C:8]([C:17]3[CH:18]=[C:19]([C:22]([NH:24][CH3:25])=[O:23])[S:20][CH:21]=3)=[N:7]2)[CH2:2][CH2:3][CH2:4][CH2:5]1. Given the reactants [CH:1]1([N:6]2[C:14]3[CH:13]=[CH:12][N:11]=[C:10]([O:15]C)[C:9]=3[C:8]([C:17]3[CH:18]=[C:19]([C:22]([NH:24][CH3:25])=[O:23])[S:20][CH:21]=3)=[N:7]2)[CH2:5][CH2:4][CH2:3][CH2:2]1.[I-].[Na+].Cl[Si](C)(C)C.O, predict the reaction product. (7) The product is: [F:1][C:2]([F:17])([F:18])[C:3]1[CH:16]=[CH:15][C:6]([O:7][C:8]2[CH:9]=[CH:10][C:11]([O:14][C:25]([N:19]3[CH2:24][CH2:23][O:22][CH2:21][CH2:20]3)=[O:26])=[CH:12][CH:13]=2)=[CH:5][CH:4]=1. Given the reactants [F:1][C:2]([F:18])([F:17])[C:3]1[CH:16]=[CH:15][C:6]([O:7][C:8]2[CH:13]=[CH:12][C:11]([OH:14])=[CH:10][CH:9]=2)=[CH:5][CH:4]=1.[N:19]1([C:25](Cl)=[O:26])[CH2:24][CH2:23][O:22][CH2:21][CH2:20]1, predict the reaction product. (8) Given the reactants [Cl:1][C:2]1[CH:7]=[CH:6][C:5]([N:8]2[CH:12]=[C:11]([C:13]([O:15]CC)=[O:14])[N:10]=[C:9]2[C:18]2[CH:23]=[CH:22][C:21]([Cl:24])=[CH:20][C:19]=2[Cl:25])=[CH:4][CH:3]=1.[Li+].[OH-].O.Cl, predict the reaction product. The product is: [Cl:1][C:2]1[CH:3]=[CH:4][C:5]([N:8]2[CH:12]=[C:11]([C:13]([OH:15])=[O:14])[N:10]=[C:9]2[C:18]2[CH:23]=[CH:22][C:21]([Cl:24])=[CH:20][C:19]=2[Cl:25])=[CH:6][CH:7]=1. (9) The product is: [F:1][C:2]1[CH:3]=[CH:4][C:5]([NH:6][C:21]([CH:15]([CH2:12][CH2:13][CH3:14])[C:16]([O:18][CH2:19][CH3:20])=[O:17])=[O:22])=[CH:7][C:8]=1[N+:9]([O-:11])=[O:10]. Given the reactants [F:1][C:2]1[C:8]([N+:9]([O-:11])=[O:10])=[CH:7][C:5]([NH2:6])=[CH:4][CH:3]=1.[CH2:12]([CH:15]([C:21](OCC)=[O:22])[C:16]([O:18][CH2:19][CH3:20])=[O:17])[CH2:13][CH3:14], predict the reaction product.